From a dataset of Forward reaction prediction with 1.9M reactions from USPTO patents (1976-2016). Predict the product of the given reaction. (1) Given the reactants [Si]([O:18][CH:19]1[C:28]2[C:23](=[N:24][C:25]([CH:29]([O:32][CH3:33])[O:30][CH3:31])=[CH:26][CH:27]=2)[N:22]([C:34]([NH:36][C:37]2[CH:42]=[CH:41][C:40]([C:43]#[N:44])=[CH:39][N:38]=2)=[O:35])[CH2:21][CH2:20]1)(C(C)(C)C)(C1C=CC=CC=1)C1C=CC=CC=1.CCCC[N+](CCCC)(CCCC)CCCC.[F-], predict the reaction product. The product is: [C:43]([C:40]1[CH:41]=[CH:42][C:37]([NH:36][C:34]([N:22]2[C:23]3[C:28](=[CH:27][CH:26]=[C:25]([CH:29]([O:32][CH3:33])[O:30][CH3:31])[N:24]=3)[CH:19]([OH:18])[CH2:20][CH2:21]2)=[O:35])=[N:38][CH:39]=1)#[N:44]. (2) Given the reactants [C:1]([OH:5])(=[O:4])[CH:2]=[CH2:3].O[CH2:7][CH2:8][CH2:9][CH2:10][CH2:11][CH2:12][O:13][C:14]1[CH:15]=[C:16]2[C:21](=[CH:22][CH:23]=1)[CH:20]=[C:19]([C:24]([OH:26])=[O:25])[CH:18]=[CH:17]2.O.C1(C)C=CC(S(O)(=O)=O)=CC=1.C1(C=CC(O)=CC=1)O, predict the reaction product. The product is: [C:1]([O:5][CH2:7][CH2:8][CH2:9][CH2:10][CH2:11][CH2:12][O:13][C:14]1[CH:15]=[C:16]2[C:21](=[CH:22][CH:23]=1)[CH:20]=[C:19]([C:24]([OH:26])=[O:25])[CH:18]=[CH:17]2)(=[O:4])[CH:2]=[CH2:3]. (3) Given the reactants CN(C)/[CH:3]=[CH:4]/[C:5]([C:7]1[C:12](=[O:13])[CH:11]=[CH:10][N:9]([C:14]2[CH:19]=[CH:18][C:17]([C:20]([F:23])([F:22])[F:21])=[CH:16][CH:15]=2)[N:8]=1)=O.[C:25]1([NH:35][NH2:36])[C:34]2[C:29](=[CH:30][CH:31]=[CH:32][CH:33]=2)[CH:28]=[CH:27][CH:26]=1, predict the reaction product. The product is: [C:25]1([N:35]2[C:5]([C:7]3[C:12](=[O:13])[CH:11]=[CH:10][N:9]([C:14]4[CH:19]=[CH:18][C:17]([C:20]([F:22])([F:21])[F:23])=[CH:16][CH:15]=4)[N:8]=3)=[CH:4][CH:3]=[N:36]2)[C:34]2[C:29](=[CH:30][CH:31]=[CH:32][CH:33]=2)[CH:28]=[CH:27][CH:26]=1. (4) Given the reactants [OH:1][C:2]1[CH:3]=[CH:4][C:5]2[O:10][CH2:9][C:8](=[O:11])[NH:7][C:6]=2[CH:12]=1.C(=O)([O-])[O-].[Cs+].[Cs+].[N+](C1C=CC=CC=1S(O[C@H:32]1[CH2:36][CH2:35][N:34]([C:37]([O:39][C:40]([CH3:43])([CH3:42])[CH3:41])=[O:38])[CH2:33]1)(=O)=O)([O-])=O, predict the reaction product. The product is: [O:11]=[C:8]1[NH:7][C:6]2[CH:12]=[C:2]([O:1][C@@H:36]3[CH2:32][CH2:33][N:34]([C:37]([O:39][C:40]([CH3:43])([CH3:42])[CH3:41])=[O:38])[CH2:35]3)[CH:3]=[CH:4][C:5]=2[O:10][CH2:9]1.